This data is from M1 muscarinic receptor agonist screen with 61,833 compounds. The task is: Binary Classification. Given a drug SMILES string, predict its activity (active/inactive) in a high-throughput screening assay against a specified biological target. (1) The drug is Fc1cc(NC(=O)C2CCN(CC2)c2nccnc2)c(cc1)C. The result is 0 (inactive). (2) The compound is s1cc(nc1NC(=O)Cn1c(=O)c2c(nc1)cccc2)C(C)(C)C. The result is 0 (inactive).